This data is from Forward reaction prediction with 1.9M reactions from USPTO patents (1976-2016). The task is: Predict the product of the given reaction. (1) The product is: [F:15][C:9]([F:16])([C:2]1[CH:7]=[CH:6][CH:5]=[CH:4][N:3]=1)[C:10]([O:12][CH2:13][CH3:14])=[O:11]. Given the reactants Br[C:2]1[CH:7]=[CH:6][CH:5]=[CH:4][N:3]=1.Br[C:9]([F:16])([F:15])[C:10]([O:12][CH2:13][CH3:14])=[O:11].C(OC(C)C)(=O)C, predict the reaction product. (2) Given the reactants Cl.[NH:2]1[CH2:8][CH2:7][CH2:6][CH2:5][C:4]2([C:16]3[C:11](=[CH:12][CH:13]=[CH:14][CH:15]=3)[NH:10][C:9]2=[O:17])[CH2:3]1, predict the reaction product. The product is: [NH:2]1[CH2:8][CH2:7][CH2:6][CH2:5][C:4]2([C:16]3[C:11](=[CH:12][CH:13]=[CH:14][CH:15]=3)[NH:10][C:9]2=[O:17])[CH2:3]1. (3) Given the reactants [CH3:1][NH2:2].[NH2:3][C:4]1[C:13]([N+:14]([O-:16])=[O:15])=[CH:12][CH:11]=[C:10](F)[C:5]=1[C:6]([O:8][CH3:9])=[O:7], predict the reaction product. The product is: [NH2:3][C:4]1[C:13]([N+:14]([O-:16])=[O:15])=[CH:12][CH:11]=[C:10]([NH:2][CH3:1])[C:5]=1[C:6]([O:8][CH3:9])=[O:7]. (4) Given the reactants [Br:1][C:2]1[C:3]([F:22])=[CH:4][C:5]2[CH:19]3[CH2:20][CH:17]([CH2:18]3)[C:8]3[S:9][C:10]([C:12](OCC)=[O:13])=[CH:11][C:7]=3[C:6]=2[CH:21]=1.[NH3:23], predict the reaction product. The product is: [Br:1][C:2]1[C:3]([F:22])=[CH:4][C:5]2[CH:19]3[CH2:20][CH:17]([CH2:18]3)[C:8]3[S:9][C:10]([C:12]([NH2:23])=[O:13])=[CH:11][C:7]=3[C:6]=2[CH:21]=1. (5) Given the reactants [H-].[Na+].[CH3:3][O:4][C:5]([C:7]1([CH2:21][OH:22])[CH2:11][C:10](=[O:12])[N:9]([C:13]2[C:18]([CH3:19])=[CH:17][CH:16]=[CH:15][C:14]=2[CH3:20])[CH2:8]1)=[O:6].[CH3:23][O:24][C:25]1[CH:30]=[CH:29][C:28]([CH2:31]Cl)=[CH:27][CH:26]=1.[NH4+].[Cl-], predict the reaction product. The product is: [CH3:3][O:4][C:5]([C:7]1([CH2:21][O:22][CH2:31][C:28]2[CH:29]=[CH:30][C:25]([O:24][CH3:23])=[CH:26][CH:27]=2)[CH2:11][C:10](=[O:12])[N:9]([C:13]2[C:18]([CH3:19])=[CH:17][CH:16]=[CH:15][C:14]=2[CH3:20])[CH2:8]1)=[O:6].